This data is from Forward reaction prediction with 1.9M reactions from USPTO patents (1976-2016). The task is: Predict the product of the given reaction. (1) Given the reactants [OH:1][C:2]1[N:3]=[C:4]([C:16]2[CH:17]=[C:18]([CH:22]=[CH:23][CH:24]=2)[C:19]([OH:21])=[O:20])[N:5]([CH2:9][C:10]2[CH:15]=[CH:14][CH:13]=[CH:12][CH:11]=2)[C:6](=[O:8])[CH:7]=1.C(C1C=[C:29](C=CC=1)[C:30]([OH:32])=[O:31])#N.Cl.[O:37]1[CH2:42]COCC1.C([NH2:50])C1C=CC=CC=1.C(OCC)(=O)CC(OCC)=O.C[O-].[Na+], predict the reaction product. The product is: [C:30]([CH2:29][NH:50][C:42]([C:7]1[C:6](=[O:8])[N:5]([CH2:9][C:10]2[CH:11]=[CH:12][CH:13]=[CH:14][CH:15]=2)[C:4]([C:16]2[CH:17]=[C:18]([CH:22]=[CH:23][CH:24]=2)[C:19]([OH:21])=[O:20])=[N:3][C:2]=1[OH:1])=[O:37])([OH:32])=[O:31]. (2) Given the reactants C[O:2][C:3](=[O:19])[CH2:4][N:5]1[C:10]2[CH:11]=[CH:12][CH:13]=[C:14]([CH:15]([CH3:17])[CH3:16])[C:9]=2[O:8][CH2:7][C:6]1=[O:18].[OH-].[Na+], predict the reaction product. The product is: [CH:15]([C:14]1[C:9]2[O:8][CH2:7][C:6](=[O:18])[N:5]([CH2:4][C:3]([OH:19])=[O:2])[C:10]=2[CH:11]=[CH:12][CH:13]=1)([CH3:17])[CH3:16]. (3) Given the reactants [O:1]1[C:5]2[CH:6]=[CH:7][CH:8]=[CH:9][C:4]=2[C:3]([C:10]([OH:12])=[O:11])=[C:2]1C(O)=O.N1C2C(=CC=CC=2)C=CC=1, predict the reaction product. The product is: [O:1]1[C:5]2[CH:6]=[CH:7][CH:8]=[CH:9][C:4]=2[C:3]([C:10]([OH:12])=[O:11])=[CH:2]1. (4) Given the reactants [Br:1][C:2]([CH3:7])([CH3:6])[C:3](Br)=[O:4].Cl.[CH2:9]([O:16][NH2:17])[C:10]1[CH:15]=[CH:14][CH:13]=[CH:12][CH:11]=1, predict the reaction product. The product is: [Br:1][C:2]([CH3:7])([CH3:6])[C:3]([NH:17][O:16][CH2:9][C:10]1[CH:15]=[CH:14][CH:13]=[CH:12][CH:11]=1)=[O:4]. (5) Given the reactants [Cl:1][C:2]1[C:3]([N:15]([CH3:33])[CH:16]2[CH2:32][CH2:31][C:19]3([CH2:23][N:22](C(OC(C)(C)C)=O)[CH2:21][CH2:20]3)[CH2:18][CH2:17]2)=[N:4][C:5]([NH:8][C:9]2[CH:10]=[N:11][N:12]([CH3:14])[CH:13]=2)=[N:6][CH:7]=1.Cl, predict the reaction product. The product is: [Cl:1][C:2]1[C:3]([N:15]([CH3:33])[CH:16]2[CH2:32][CH2:31][C:19]3([CH2:23][NH:22][CH2:21][CH2:20]3)[CH2:18][CH2:17]2)=[N:4][C:5]([NH:8][C:9]2[CH:10]=[N:11][N:12]([CH3:14])[CH:13]=2)=[N:6][CH:7]=1. (6) Given the reactants CC(C)([O-])C.[K+].[CH3:7][C:8]1[CH:12]=[CH:11][NH:10][N:9]=1.[Br:13][C:14]1[CH:19]=[CH:18][C:17]([Br:20])=[CH:16][C:15]=1F, predict the reaction product. The product is: [Br:13][C:14]1[CH:19]=[CH:18][C:17]([Br:20])=[CH:16][C:15]=1[N:10]1[CH:11]=[CH:12][C:8]([CH3:7])=[N:9]1. (7) Given the reactants [OH:1][C:2]1[CH:10]=[CH:9][C:5]([C:6]([NH2:8])=[S:7])=[CH:4][CH:3]=1.Cl[CH:12]([C:18]([CH3:20])=O)[C:13]([O:15][CH2:16][CH3:17])=[O:14], predict the reaction product. The product is: [OH:1][C:2]1[CH:10]=[CH:9][C:5]([C:6]2[S:7][C:12]([C:13]([O:15][CH2:16][CH3:17])=[O:14])=[C:18]([CH3:20])[N:8]=2)=[CH:4][CH:3]=1. (8) Given the reactants [Cl:1][C:2]1[CH:3]=[N:4][CH:5]=[C:6]([Cl:9])[C:7]=1Cl.[NH:10]1[CH2:18][CH2:17][CH:13]([C:14]([NH2:16])=O)[CH2:12][CH2:11]1.C(N(CC)CC)C, predict the reaction product. The product is: [Cl:9][C:6]1[CH:5]=[N:4][CH:3]=[C:2]([Cl:1])[C:7]=1[N:10]1[CH2:18][CH2:17][CH:13]([C:14]#[N:16])[CH2:12][CH2:11]1.